Dataset: Catalyst prediction with 721,799 reactions and 888 catalyst types from USPTO. Task: Predict which catalyst facilitates the given reaction. (1) Reactant: [CH3:1][O:2][C:3]1[C:4]([CH3:17])=[C:5]([C:8]([O:15][CH3:16])=[C:9]([O:13][CH3:14])[C:10]=1[O:11][CH3:12])[CH:6]=[O:7].[CH2:18]([O:25][C:26]1[CH:31]=[CH:30][C:29](Br)=[CH:28][CH:27]=1)[C:19]1[CH:24]=[CH:23][CH:22]=[CH:21][CH:20]=1.[Mg].[Cl-].[NH4+]. Product: [CH3:1][O:2][C:3]1[C:4]([CH3:17])=[C:5]([CH:6]([C:29]2[CH:30]=[CH:31][C:26]([O:25][CH2:18][C:19]3[CH:24]=[CH:23][CH:22]=[CH:21][CH:20]=3)=[CH:27][CH:28]=2)[OH:7])[C:8]([O:15][CH3:16])=[C:9]([O:13][CH3:14])[C:10]=1[O:11][CH3:12]. The catalyst class is: 7. (2) Reactant: [CH2:1]([O:3][C:4]([CH:6]1[NH:10][N:9]=[C:8]([C:11]([CH3:14])([CH3:13])[CH3:12])[S:7]1)=[O:5])[CH3:2].[CH:15]1[C:27]2[CH:26]([CH2:28][O:29][C:30](=[O:39])[NH:31][CH:32]([C:36](Cl)=[O:37])[CH:33]([CH3:35])[CH3:34])[C:25]3[C:20](=[CH:21][CH:22]=[CH:23][CH:24]=3)[C:19]=2[CH:18]=[CH:17][CH:16]=1. Product: [CH2:1]([O:3][C:4]([CH:6]1[N:10]([C:36](=[O:37])[CH:32]([NH:31][C:30]([O:29][CH2:28][CH:26]2[C:27]3[CH:15]=[CH:16][CH:17]=[CH:18][C:19]=3[C:20]3[C:25]2=[CH:24][CH:23]=[CH:22][CH:21]=3)=[O:39])[CH:33]([CH3:35])[CH3:34])[N:9]=[C:8]([C:11]([CH3:13])([CH3:12])[CH3:14])[S:7]1)=[O:5])[CH3:2]. The catalyst class is: 11. (3) Reactant: [C:1]1(=[O:8])[NH:7][CH2:6][CH2:5][CH2:4][CH2:3][CH2:2]1.[F:9][C:10]1[CH:15]=[CH:14][C:13](I)=[CH:12][CH:11]=1.N1CCC[C@H]1C(O)=O.C([O-])([O-])=O.[K+].[K+]. Product: [F:9][C:10]1[CH:15]=[CH:14][C:13]([N:7]2[CH2:6][CH2:5][CH2:4][CH2:3][CH2:2][C:1]2=[O:8])=[CH:12][CH:11]=1. The catalyst class is: 58.